This data is from Peptide-MHC class I binding affinity with 185,985 pairs from IEDB/IMGT. The task is: Regression. Given a peptide amino acid sequence and an MHC pseudo amino acid sequence, predict their binding affinity value. This is MHC class I binding data. The MHC is HLA-B53:01 with pseudo-sequence HLA-B53:01. The peptide sequence is KEKGGLEGL. The binding affinity (normalized) is 0.